This data is from Full USPTO retrosynthesis dataset with 1.9M reactions from patents (1976-2016). The task is: Predict the reactants needed to synthesize the given product. (1) Given the product [Cl:22][C:16]1[CH:17]=[CH:18][C:19]([F:21])=[CH:20][C:15]=1[O:14][CH:11]1[CH2:10][CH2:9][N:8]([C:6](=[O:7])[CH2:5][C:4]([OH:23])=[O:3])[CH2:13][CH2:12]1, predict the reactants needed to synthesize it. The reactants are: C([O:3][C:4](=[O:23])[CH2:5][C:6]([N:8]1[CH2:13][CH2:12][CH:11]([O:14][C:15]2[CH:20]=[C:19]([F:21])[CH:18]=[CH:17][C:16]=2[Cl:22])[CH2:10][CH2:9]1)=[O:7])C.CO.O.O[Li].O. (2) Given the product [C:1]([O:5][C:6](=[O:37])[N:7]([C:19]1[CH:20]=[CH:21][C:22]2[N:27]([C:28]3[CH:29]=[CH:30][C:31]([Cl:34])=[CH:32][CH:33]=3)[C:26](=[O:35])[C:25]([CH2:49][CH3:50])([CH2:51][CH3:52])[O:24][C:23]=2[N:36]=1)[CH2:8][C:9]1[CH:14]=[CH:13][C:12]([O:15][CH3:16])=[CH:11][C:10]=1[O:17][CH3:18])([CH3:4])([CH3:2])[CH3:3], predict the reactants needed to synthesize it. The reactants are: [C:1]([O:5][C:6](=[O:37])[N:7]([C:19]1[CH:20]=[CH:21][C:22]2[N:27]([C:28]3[CH:33]=[CH:32][C:31]([Cl:34])=[CH:30][CH:29]=3)[C:26](=[O:35])[CH2:25][O:24][C:23]=2[N:36]=1)[CH2:8][C:9]1[CH:14]=[CH:13][C:12]([O:15][CH3:16])=[CH:11][C:10]=1[O:17][CH3:18])([CH3:4])([CH3:3])[CH3:2].[Li+].C[Si]([N-][Si](C)(C)C)(C)C.I[CH2:49][CH3:50].[CH2:51]1COC[CH2:52]1. (3) The reactants are: [CH2:1]([O:4][C:5]([NH:7][C@H:8]([C:15]([OH:17])=O)[C@H:9]([C:11]([F:14])([F:13])[F:12])[CH3:10])=[O:6])[CH:2]=[CH2:3].[NH2:18][C:19]1[CH:20]=[C:21]([CH:33]=[CH:34][C:35]=1[Cl:36])[CH2:22][C:23]1([C:26]([O:28][C:29]([CH3:32])([CH3:31])[CH3:30])=[O:27])[CH2:25][CH2:24]1.CN(C(ON1N=NC2C=CC=NC1=2)=[N+](C)C)C.F[P-](F)(F)(F)(F)F. Given the product [CH2:1]([O:4][C:5]([NH:7][C@H:8]([C:15]([NH:18][C:19]1[CH:20]=[C:21]([CH:33]=[CH:34][C:35]=1[Cl:36])[CH2:22][C:23]1([C:26]([O:28][C:29]([CH3:32])([CH3:31])[CH3:30])=[O:27])[CH2:24][CH2:25]1)=[O:17])[C@H:9]([C:11]([F:12])([F:13])[F:14])[CH3:10])=[O:6])[CH:2]=[CH2:3], predict the reactants needed to synthesize it. (4) Given the product [CH:47]1([CH2:50][NH:51][C:34]([NH:1][C:2]2[CH:10]=[C:9]3[C:5]([CH:6]=[CH:7][N:8]3[CH:11]3[CH2:12][CH2:13][N:14]([CH2:17][C:18]4[CH:19]=[CH:20][C:21]([C:24]([OH:33])([C:29]([F:32])([F:31])[F:30])[C:25]([F:26])([F:27])[F:28])=[CH:22][CH:23]=4)[CH2:15][CH2:16]3)=[CH:4][CH:3]=2)=[O:35])[CH2:49][CH2:48]1, predict the reactants needed to synthesize it. The reactants are: [NH2:1][C:2]1[CH:10]=[C:9]2[C:5]([CH:6]=[CH:7][N:8]2[CH:11]2[CH2:16][CH2:15][N:14]([CH2:17][C:18]3[CH:23]=[CH:22][C:21]([C:24]([OH:33])([C:29]([F:32])([F:31])[F:30])[C:25]([F:28])([F:27])[F:26])=[CH:20][CH:19]=3)[CH2:13][CH2:12]2)=[CH:4][CH:3]=1.[C:34](Cl)(=O)[O:35]C1C=CC([N+]([O-])=O)=CC=1.[CH:47]1([CH2:50][NH2:51])[CH2:49][CH2:48]1. (5) Given the product [C:22]([NH:21][C:19]1[N:20]=[C:11]([NH:10][C:6]2[CH:5]=[C:4](/[C:1](=[N:31]/[OH:32])/[CH3:2])[CH:9]=[CH:8][N:7]=2)[CH:12]=[C:13]2[C:18]=1[C:17](=[O:26])[N:16]([CH2:27][CH2:28][OH:29])[CH:15]=[CH:14]2)([CH3:24])([CH3:25])[CH3:23], predict the reactants needed to synthesize it. The reactants are: [C:1]([C:4]1[CH:9]=[CH:8][N:7]=[C:6]([NH:10][C:11]2[CH:12]=[C:13]3[C:18](=[C:19]([NH:21][C:22]([CH3:25])([CH3:24])[CH3:23])[N:20]=2)[C:17](=[O:26])[N:16]([CH2:27][CH2:28][OH:29])[CH:15]=[CH:14]3)[CH:5]=1)(=O)[CH3:2].Cl.[NH2:31][OH:32].CC([O-])=O.[Na+].